Dataset: Peptide-MHC class I binding affinity with 185,985 pairs from IEDB/IMGT. Task: Regression. Given a peptide amino acid sequence and an MHC pseudo amino acid sequence, predict their binding affinity value. This is MHC class I binding data. The peptide sequence is VPGTVVRTL. The MHC is HLA-B07:02 with pseudo-sequence HLA-B07:02. The binding affinity (normalized) is 0.345.